This data is from Reaction yield outcomes from USPTO patents with 853,638 reactions. The task is: Predict the reaction yield, written as a fraction of the theoretical maximum amount of product (1.0 means a 100% yield; for example, 0.34 means a 34% yield). (1) The reactants are C([O:8][C:9]1[C:10](=[O:37])[N:11]([CH3:36])[C:12]([CH:27]([OH:35])[CH2:28][C:29]2[CH:34]=[CH:33][CH:32]=[CH:31][CH:30]=2)=[C:13]([C:15]2[CH:16]=[C:17]([C:21]3[CH:26]=[CH:25][CH:24]=[CH:23][CH:22]=3)[CH:18]=[CH:19][CH:20]=2)[CH:14]=1)C1C=CC=CC=1. The catalyst is CO.[Pd]. The product is [C:17]1([C:21]2[CH:26]=[CH:25][CH:24]=[CH:23][CH:22]=2)[CH:18]=[CH:19][CH:20]=[C:15]([C:13]2[CH:14]=[C:9]([OH:8])[C:10](=[O:37])[N:11]([CH3:36])[C:12]=2[CH:27]([OH:35])[CH2:28][C:29]2[CH:34]=[CH:33][CH:32]=[CH:31][CH:30]=2)[CH:16]=1. The yield is 0.312. (2) The reactants are [CH2:1]([O:3][C:4]([CH:6]1[CH2:13][CH:12]2[N:14]([S:15]([C:18]3[CH:23]=[CH:22][C:21]([Cl:24])=[CH:20][CH:19]=3)(=[O:17])=[O:16])[CH:8]([CH2:9][C:10](=[O:25])[CH2:11]2)[CH2:7]1)=[O:5])[CH3:2].[CH2:26](O)[CH2:27][OH:28]. The catalyst is C(Cl)Cl. The product is [Cl:24][C:21]1[CH:22]=[CH:23][C:18]([S:15]([N:14]2[CH:12]3[CH2:13][CH:6]([C:4]([O:3][CH2:1][CH3:2])=[O:5])[CH2:7][CH:8]2[CH2:9][C:10]2([CH2:11]3)[O:28][CH2:27][CH2:26][O:25]2)(=[O:17])=[O:16])=[CH:19][CH:20]=1. The yield is 0.900. (3) The reactants are N[C:2]1[CH:3]=[C:4]([NH:17][C:18](=[O:20])[CH3:19])[CH:5]=[CH:6][C:7]=1[C:8]([CH3:16])([CH3:15])[CH2:9][O:10][CH2:11][CH2:12][O:13][CH3:14].N([O-])=[O:22].[Na+]. The catalyst is OS(O)(=O)=O. The product is [OH:22][C:2]1[CH:3]=[C:4]([NH:17][C:18](=[O:20])[CH3:19])[CH:5]=[CH:6][C:7]=1[C:8]([CH3:16])([CH3:15])[CH2:9][O:10][CH2:11][CH2:12][O:13][CH3:14]. The yield is 0.380. (4) The product is [CH2:9]=[C:10]1[CH2:14][CH2:13][C:12]([C:23]([OH:24])([CH3:25])[CH3:22])([C:15]([O:17][C:18]([CH3:21])([CH3:20])[CH3:19])=[O:16])[CH2:11]1. The reactants are C(NC(C)C)(C)C.[Li].[CH2:9]=[C:10]1[CH2:14][CH2:13][CH:12]([C:15]([O:17][C:18]([CH3:21])([CH3:20])[CH3:19])=[O:16])[CH2:11]1.[CH3:22][C:23]([CH3:25])=[O:24]. The catalyst is O1CCCC1. The yield is 0.310. (5) The reactants are C(O[C:4]([C:6]1[N:7]([CH2:14][CH2:15][CH:16]([CH3:18])[CH3:17])[CH:8]=[C:9]([N+:11]([O-:13])=[O:12])[CH:10]=1)=[O:5])C.[C:29](OC(=O)O[C:29]([O:31][C:32]([CH3:35])([CH3:34])[CH3:33])=[O:30])([O:31][C:32]([CH3:35])([CH3:34])[CH3:33])=[O:30]. The catalyst is C(NCC)C. The product is [C:32]([O:31][C:29](=[O:30])[NH:7][CH2:8][CH2:9][NH:11][C:4]([C:6]1[N:7]([CH2:14][CH2:15][CH:16]([CH3:17])[CH3:18])[CH:8]=[C:9]([N+:11]([O-:13])=[O:12])[CH:10]=1)=[O:5])([CH3:33])([CH3:34])[CH3:35]. The yield is 0.690. (6) The reactants are [CH2:1]([N:3]1[C:12]2[C:7](=[CH:8][C:9]([F:33])=[C:10]([O:23][CH2:24][C:25]3[CH:30]=[CH:29][C:28]([O:31][CH3:32])=[CH:27][CH:26]=3)[C:11]=2[O:13][CH2:14][C:15]2[CH:20]=[CH:19][C:18]([O:21][CH3:22])=[CH:17][CH:16]=2)[C:6](=[O:34])[C:5]([CH:35]=O)=[CH:4]1)[CH3:2].[NH:37]1[CH2:41][CH2:40][CH2:39][CH2:38]1.C(O[BH-](OC(=O)C)OC(=O)C)(=O)C.[Na+]. The catalyst is ClCCCl.CC(O)=O. The product is [CH2:1]([N:3]1[C:12]2[C:7](=[CH:8][C:9]([F:33])=[C:10]([O:23][CH2:24][C:25]3[CH:26]=[CH:27][C:28]([O:31][CH3:32])=[CH:29][CH:30]=3)[C:11]=2[O:13][CH2:14][C:15]2[CH:16]=[CH:17][C:18]([O:21][CH3:22])=[CH:19][CH:20]=2)[C:6](=[O:34])[C:5]([CH2:35][N:37]2[CH2:41][CH2:40][CH2:39][CH2:38]2)=[CH:4]1)[CH3:2]. The yield is 0.587. (7) The reactants are [Si:1](Cl)([C:4]([CH3:7])([CH3:6])[CH3:5])([CH3:3])[CH3:2].[OH:9][C:10]1[CH:15]=[CH:14][C:13]([C:16]2[CH:21]=[CH:20][CH:19]=[C:18]([CH2:22][C:23]([O:25][CH2:26][CH:27]=[CH2:28])=[O:24])[C:17]=2[CH3:29])=[CH:12][CH:11]=1.N1C=CN=C1. The catalyst is CN(C)C=O.C(OCC)(=O)C. The product is [Si:1]([O:9][C:10]1[CH:11]=[CH:12][C:13]([C:16]2[CH:21]=[CH:20][CH:19]=[C:18]([CH2:22][C:23]([O:25][CH2:26][CH:27]=[CH2:28])=[O:24])[C:17]=2[CH3:29])=[CH:14][CH:15]=1)([C:4]([CH3:7])([CH3:6])[CH3:5])([CH3:3])[CH3:2]. The yield is 0.690.